This data is from Catalyst prediction with 721,799 reactions and 888 catalyst types from USPTO. The task is: Predict which catalyst facilitates the given reaction. (1) The catalyst class is: 30. Product: [Br:1][C:2]1[CH:3]=[C:4]2[C:9](=[CH:10][CH:11]=1)[CH2:8][CH:7]([NH:12][C:16](=[O:17])[O:18][CH2:19][C:20]1[CH:25]=[CH:24][CH:23]=[CH:22][CH:21]=1)[CH2:6][CH2:5]2. Reactant: [Br:1][C:2]1[CH:3]=[C:4]2[C:9](=[CH:10][CH:11]=1)[CH2:8][CH:7]([NH2:12])[CH2:6][CH2:5]2.[OH-].[Na+].Cl[C:16]([O:18][CH2:19][C:20]1[CH:25]=[CH:24][CH:23]=[CH:22][CH:21]=1)=[O:17]. (2) Product: [NH2:22][C:23]1[C:28]([C:29]#[N:30])=[C:27]([NH:21][CH:19]([C:10]2[CH:11]=[CH:12][C:13]3[C:18](=[CH:17][CH:16]=[CH:15][CH:14]=3)[C:9]=2[C:4]2[CH:3]=[C:2]([F:1])[CH:7]=[C:6]([F:8])[CH:5]=2)[CH3:20])[N:26]=[CH:25][N:24]=1. Reactant: [F:1][C:2]1[CH:3]=[C:4]([C:9]2[C:18]3[C:13](=[CH:14][CH:15]=[CH:16][CH:17]=3)[CH:12]=[CH:11][C:10]=2[CH:19]([NH2:21])[CH3:20])[CH:5]=[C:6]([F:8])[CH:7]=1.[NH2:22][C:23]1[C:28]([C:29]#[N:30])=[C:27](Cl)[N:26]=[CH:25][N:24]=1.CCN(C(C)C)C(C)C. The catalyst class is: 51. (3) Reactant: [C:1]1(=O)[CH2:6][CH2:5][CH2:4][CH2:3][CH2:2]1.[CH2:8]([NH2:15])[C:9]1[CH:14]=[CH:13][CH:12]=[CH:11][CH:10]=1.C(O)=O. Product: [CH:1]1([NH:15][CH2:8][C:9]2[CH:14]=[CH:13][CH:12]=[CH:11][CH:10]=2)[CH2:6][CH2:5][CH2:4][CH2:3][CH2:2]1. The catalyst class is: 13. (4) Reactant: [Cl-].[CH3:2][C:3]1[C:4]([CH2:23][N+:24]2[CH:29]=[CH:28][CH:27]=[CH:26][C:25]=2[C:30]2[CH:35]=[CH:34][C:33]([CH2:36][OH:37])=[CH:32][CH:31]=2)=[C:5]2[C:9](=[C:10]([CH3:12])[CH:11]=1)[N:8]([S:13]([C:16]1[CH:22]=[CH:21][C:19]([CH3:20])=[CH:18][CH:17]=1)(=[O:15])=[O:14])[CH:7]=[CH:6]2.N#N. Product: [CH3:2][C:3]1[C:4]([CH2:23][N:24]2[CH2:29][CH2:28][CH2:27][CH2:26][CH:25]2[C:30]2[CH:35]=[CH:34][C:33]([CH2:36][OH:37])=[CH:32][CH:31]=2)=[C:5]2[C:9](=[C:10]([CH3:12])[CH:11]=1)[N:8]([S:13]([C:16]1[CH:17]=[CH:18][C:19]([CH3:20])=[CH:21][CH:22]=1)(=[O:15])=[O:14])[CH:7]=[CH:6]2. The catalyst class is: 458. (5) Reactant: [Br:1][C:2]1[CH:24]=[CH:23][C:22]([I:25])=[CH:21][C:3]=1[CH2:4][C:5]1[CH:6]=[CH:7][C:8]2[O:13][CH2:12][CH2:11][N:10](C(=O)C(F)(F)F)[C:9]=2[CH:20]=1.[BH4-].[Na+]. Product: [Br:1][C:2]1[CH:24]=[CH:23][C:22]([I:25])=[CH:21][C:3]=1[CH2:4][C:5]1[CH:6]=[CH:7][C:8]2[O:13][CH2:12][CH2:11][NH:10][C:9]=2[CH:20]=1. The catalyst class is: 92. (6) Reactant: [CH:1]1(/[C:4](/OS(C2C=CC(C)=CC=2)(=O)=O)=[C:5](\[CH3:10])/[C:6]([O:8][CH3:9])=[O:7])[CH2:3][CH2:2]1.P([O-])([O-])([O-])=O.[K+].[K+].[K+].[CH2:30]([O:37][C:38]1[CH:39]=[C:40](B(O)O)[CH:41]=[CH:42][CH:43]=1)[C:31]1[CH:36]=[CH:35][CH:34]=[CH:33][CH:32]=1. Product: [CH2:30]([O:37][C:38]1[CH:43]=[C:42](/[C:4](/[CH:1]2[CH2:2][CH2:3]2)=[C:5](/[CH3:10])\[C:6]([O:8][CH3:9])=[O:7])[CH:41]=[CH:40][CH:39]=1)[C:31]1[CH:36]=[CH:35][CH:34]=[CH:33][CH:32]=1. The catalyst class is: 23.